This data is from Peptide-MHC class I binding affinity with 185,985 pairs from IEDB/IMGT. The task is: Regression. Given a peptide amino acid sequence and an MHC pseudo amino acid sequence, predict their binding affinity value. This is MHC class I binding data. (1) The peptide sequence is LILSNKLLY. The MHC is HLA-A03:01 with pseudo-sequence HLA-A03:01. The binding affinity (normalized) is 0.758. (2) The peptide sequence is KKNHWFILK. The binding affinity (normalized) is 0.488. The MHC is HLA-A11:01 with pseudo-sequence HLA-A11:01. (3) The peptide sequence is SVKYYGRST. The MHC is HLA-A68:02 with pseudo-sequence HLA-A68:02. The binding affinity (normalized) is 0.0452. (4) The peptide sequence is EANASAQTK. The MHC is HLA-A33:01 with pseudo-sequence HLA-A33:01. The binding affinity (normalized) is 0.128.